This data is from Reaction yield outcomes from USPTO patents with 853,638 reactions. The task is: Predict the reaction yield, written as a fraction of the theoretical maximum amount of product (1.0 means a 100% yield; for example, 0.34 means a 34% yield). (1) The reactants are Cl[C:2]1[N:3]=[N:4][CH:5]=[C:6]([C:8]([N:10]2[CH2:15][CH2:14][CH2:13][CH:12]([C:16]3[CH:21]=[CH:20][C:19]([Cl:22])=[CH:18][C:17]=3[CH3:23])[CH2:11]2)=[O:9])[CH:7]=1.[CH3:24][O-:25].[Na+]. The catalyst is CO. The product is [Cl:22][C:19]1[CH:20]=[CH:21][C:16]([CH:12]2[CH2:13][CH2:14][CH2:15][N:10]([C:8]([C:6]3[CH:7]=[C:2]([O:25][CH3:24])[N:3]=[N:4][CH:5]=3)=[O:9])[CH2:11]2)=[C:17]([CH3:23])[CH:18]=1. The yield is 0.0500. (2) The reactants are [NH2:1][C:2]1[C:7](I)=[CH:6][C:5]([Br:9])=[CH:4][N:3]=1.[Br:10][C:11]1[CH:12]=[CH:13][C:14]([O:20][CH3:21])=[C:15](B(O)O)[CH:16]=1.C(=O)([O-])[O-].[K+].[K+].C1(C)C=CC=CC=1. The catalyst is O.C(O)C. The product is [Br:9][C:5]1[CH:6]=[C:7]([C:13]2[CH:12]=[C:11]([Br:10])[CH:16]=[CH:15][C:14]=2[O:20][CH3:21])[C:2]([NH2:1])=[N:3][CH:4]=1. The yield is 0.740.